The task is: Predict which catalyst facilitates the given reaction.. This data is from Catalyst prediction with 721,799 reactions and 888 catalyst types from USPTO. (1) Reactant: [NH2:1][C:2]1[N:3]=[C:4]([Cl:29])[C:5]2[C:10]([C:11]#[C:12][C@@:13]([CH3:17])([OH:16])[CH2:14][OH:15])=[CH:9][N:8]([CH2:18][C:19]3[C:24]([CH3:25])=[C:23]([O:26][CH3:27])[C:22]([CH3:28])=[CH:21][N:20]=3)[C:6]=2[N:7]=1.[CH3:30][O:31][C@@:32]([C:40]1[CH:45]=[CH:44][CH:43]=[CH:42][CH:41]=1)([C:36]([F:39])([F:38])[F:37])[C:33](Cl)=[O:34].CCN(CC)CC.CCOC(C)=O.C(Cl)Cl. Product: [F:37][C:36]([F:38])([F:39])[C@@:32]([O:31][CH3:30])([C:40]1[CH:45]=[CH:44][CH:43]=[CH:42][CH:41]=1)[C:33]([O:15][CH2:14][C@@:13]([OH:16])([CH3:17])[C:12]#[C:11][C:10]1[C:5]2[C:4]([Cl:29])=[N:3][C:2]([NH2:1])=[N:7][C:6]=2[N:8]([CH2:18][C:19]2[C:24]([CH3:25])=[C:23]([O:26][CH3:27])[C:22]([CH3:28])=[CH:21][N:20]=2)[CH:9]=1)=[O:34]. The catalyst class is: 1. (2) Reactant: [C:1]([C:3]1[CH:12]=[CH:11][C:6]([C:7]([O:9][CH3:10])=O)=[CH:5][CH:4]=1)#[N:2].Cl.[NH2:14][OH:15].[OH2:16].C(Cl)Cl. Product: [OH:15][NH:14][C:1]([C:3]1[CH:12]=[CH:11][C:6]([C:7]([O:9][CH3:10])=[O:16])=[CH:5][CH:4]=1)=[NH:2]. The catalyst class is: 5. (3) Reactant: Br[C:2]1[N:6]2[C:7](=[O:25])[CH:8]=[C:9]([CH2:11][N:12]3[C:16]([CH:17]4[CH2:19][CH2:18]4)=[C:15]([F:20])[C:14]([C:21]([F:24])([F:23])[F:22])=[N:13]3)[N:10]=[C:5]2[S:4][C:3]=1[CH3:26].C(#N)C.C(=O)([O-])[O-].[Na+].[Na+].[OH:36][CH2:37][C@@H:38]1[CH2:40][C@H:39]1[B-](F)(F)F.[K+]. Product: [CH:17]1([C:16]2[N:12]([CH2:11][C:9]3[N:10]=[C:5]4[S:4][C:3]([CH3:26])=[C:2]([C@@H:39]5[CH2:40][C@H:38]5[CH2:37][OH:36])[N:6]4[C:7](=[O:25])[CH:8]=3)[N:13]=[C:14]([C:21]([F:24])([F:23])[F:22])[C:15]=2[F:20])[CH2:19][CH2:18]1. The catalyst class is: 263.